From a dataset of NCI-60 drug combinations with 297,098 pairs across 59 cell lines. Regression. Given two drug SMILES strings and cell line genomic features, predict the synergy score measuring deviation from expected non-interaction effect. Drug 1: CC1=C(C=C(C=C1)NC2=NC=CC(=N2)N(C)C3=CC4=NN(C(=C4C=C3)C)C)S(=O)(=O)N.Cl. Drug 2: B(C(CC(C)C)NC(=O)C(CC1=CC=CC=C1)NC(=O)C2=NC=CN=C2)(O)O. Cell line: SF-268. Synergy scores: CSS=0.883, Synergy_ZIP=1.50, Synergy_Bliss=3.98, Synergy_Loewe=-0.524, Synergy_HSA=0.457.